Task: Predict the product of the given reaction.. Dataset: Forward reaction prediction with 1.9M reactions from USPTO patents (1976-2016) (1) Given the reactants [NH:1]1[C:10]2[C:5](=[C:6]([NH:11][C:12](=[O:14])[CH3:13])[CH:7]=[CH:8][CH:9]=2)[CH2:4][CH2:3][CH2:2]1.[C:15](O[C:15](=[O:19])[CH2:16][CH2:17][CH3:18])(=[O:19])[CH2:16][CH2:17][CH3:18].C(N(CC)CC)C, predict the reaction product. The product is: [O:19]=[C:15]([N:1]1[C:10]2[C:5](=[C:6]([NH:11][C:12](=[O:14])[CH3:13])[CH:7]=[CH:8][CH:9]=2)[CH2:4][CH2:3][CH2:2]1)[CH2:16][CH2:17][CH3:18]. (2) Given the reactants [NH2:1][C@@:2]([C@H:11]1[CH2:15][O:14][CH2:13][C@@H:12]1[S:16][CH2:17][C:18]#[N:19])([C:4]1[CH:9]=[CH:8][CH:7]=[CH:6][C:5]=1[F:10])[CH3:3].C[Al](C)C, predict the reaction product. The product is: [F:10][C:5]1[CH:6]=[CH:7][CH:8]=[CH:9][C:4]=1[C@:2]1([CH3:3])[C@@H:11]2[C@H:12]([CH2:13][O:14][CH2:15]2)[S:16][CH2:17][C:18]([NH2:19])=[N:1]1. (3) Given the reactants [CH3:1][O:2][C:3]1[CH:4]=[C:5]2[C:13](=[CH:14][CH:15]=1)[NH:12][C:11]1[CH2:10][CH2:9][CH:8]([NH:16][C:17](=[O:21])[CH:18]([CH3:20])[CH3:19])[CH2:7][C:6]2=1.C[Si]([N-][Si](C)(C)C)(C)C.[K+].[Cl:32][C:33]1[CH:40]=[CH:39][CH:38]=[CH:37][C:34]=1[CH2:35]Br, predict the reaction product. The product is: [Cl:32][C:33]1[CH:40]=[CH:39][CH:38]=[CH:37][C:34]=1[CH2:35][N:12]1[C:11]2[CH2:10][CH2:9][CH:8]([NH:16][C:17](=[O:21])[CH:18]([CH3:19])[CH3:20])[CH2:7][C:6]=2[C:5]2[C:13]1=[CH:14][CH:15]=[C:3]([O:2][CH3:1])[CH:4]=2. (4) Given the reactants C[O:2][C:3]([C:5]1[N:6]([NH:10][C:11](=[O:21])[CH2:12][O:13][CH2:14][C:15]2[CH:20]=[CH:19][CH:18]=[CH:17][CH:16]=2)[CH:7]=[N:8][CH:9]=1)=O.[OH-].[NH4+:23], predict the reaction product. The product is: [CH2:14]([O:13][CH2:12][C:11]([NH:10][N:6]1[C:5]([C:3]([NH2:23])=[O:2])=[CH:9][N:8]=[CH:7]1)=[O:21])[C:15]1[CH:20]=[CH:19][CH:18]=[CH:17][CH:16]=1. (5) Given the reactants [N:1]1([C:5]([C:7]2[N:12]=[CH:11][C:10]([O:13][C:14]3[CH:15]=[C:16]([CH:31]=[C:32]([C:34](=[O:43])[NH:35][C:36]4[CH:41]=[N:40][C:39]([CH3:42])=[CH:38][N:37]=4)[CH:33]=3)[O:17][CH:18]([CH2:24][CH2:25]OS(C)(=O)=O)[C:19](OCC)=[O:20])=[CH:9][CH:8]=2)=[O:6])[CH2:4][CH2:3][CH2:2]1.[I-].[Na+].[CH2:46]([NH2:48])[CH3:47], predict the reaction product. The product is: [N:1]1([C:5]([C:7]2[N:12]=[CH:11][C:10]([O:13][C:14]3[CH:33]=[C:32]([CH:31]=[C:16]([O:17][CH:18]4[CH2:24][CH2:25][N:48]([CH2:46][CH3:47])[C:19]4=[O:20])[CH:15]=3)[C:34]([NH:35][C:36]3[CH:41]=[N:40][C:39]([CH3:42])=[CH:38][N:37]=3)=[O:43])=[CH:9][CH:8]=2)=[O:6])[CH2:4][CH2:3][CH2:2]1. (6) Given the reactants N1CCCCC1.[CH3:7][O:8][C:9]1[CH:10]=[C:11]([CH:14]=[CH:15][C:16]=1[O:17][CH2:18][CH2:19][C:20]#[C:21][CH2:22][CH3:23])[CH:12]=O.C([CH2:27][C:28]([NH:30][C:31]1[CH:39]=[CH:38][CH:37]=[CH:36][C:32]=1[C:33]([OH:35])=[O:34])=[O:29])(O)=O.Cl, predict the reaction product. The product is: [CH2:18]([O:17][C:16]1[CH:15]=[CH:14][C:11](/[CH:12]=[CH:27]/[C:28]([NH:30][C:31]2[CH:39]=[CH:38][CH:37]=[CH:36][C:32]=2[C:33]([OH:35])=[O:34])=[O:29])=[CH:10][C:9]=1[O:8][CH3:7])[CH2:19][C:20]#[C:21][CH2:22][CH3:23].